From a dataset of Peptide-MHC class II binding affinity with 134,281 pairs from IEDB. Regression. Given a peptide amino acid sequence and an MHC pseudo amino acid sequence, predict their binding affinity value. This is MHC class II binding data. The peptide sequence is EISTNIRQAGVQYSR. The MHC is DRB1_1501 with pseudo-sequence DRB1_1501. The binding affinity (normalized) is 0.387.